The task is: Predict the reaction yield, written as a fraction of the theoretical maximum amount of product (1.0 means a 100% yield; for example, 0.34 means a 34% yield).. This data is from Reaction yield outcomes from USPTO patents with 853,638 reactions. (1) The reactants are [Cl:1][C:2]1[CH:3]=[C:4]([CH:11]=[CH:12][N:13]=1)[C:5](N(OC)C)=[O:6].[CH3:14][Mg]Br. The catalyst is O1CCCC1. The product is [Cl:1][C:2]1[CH:3]=[C:4]([C:5](=[O:6])[CH3:14])[CH:11]=[CH:12][N:13]=1. The yield is 0.960. (2) The reactants are [CH:1]1([C:4]2[CH:5]=[CH:6][C:7]([N+:27]([O-])=O)=[C:8]([NH:10][CH:11]3[CH2:16][CH2:15][N:14]([C@H:17]4[CH2:22][CH2:21][C@H:20]([O:23][CH2:24][CH2:25][CH3:26])[CH2:19][CH2:18]4)[CH2:13][CH2:12]3)[CH:9]=2)[CH2:3][CH2:2]1.O.NN. The catalyst is C(O)C.[Ni]. The product is [CH:1]1([C:4]2[CH:9]=[C:8]([NH:10][CH:11]3[CH2:12][CH2:13][N:14]([C@H:17]4[CH2:22][CH2:21][C@H:20]([O:23][CH2:24][CH2:25][CH3:26])[CH2:19][CH2:18]4)[CH2:15][CH2:16]3)[C:7]([NH2:27])=[CH:6][CH:5]=2)[CH2:2][CH2:3]1. The yield is 0.700. (3) The reactants are [OH-].[K+].[I-].[NH2:4][N+:5]1[CH:10]=[CH:9][CH:8]=[CH:7][CH:6]=1.[F:11][C:12]([F:21])([F:20])[C:13]#[C:14][C:15]([O:17][CH2:18][CH3:19])=[O:16]. The catalyst is O.ClCCl. The product is [F:11][C:12]([F:20])([F:21])[C:13]1[C:14]([C:15]([O:17][CH2:18][CH3:19])=[O:16])=[C:6]2[CH:7]=[CH:8][CH:9]=[CH:10][N:5]2[N:4]=1. The yield is 0.730. (4) The reactants are [OH:1][CH:2]1[CH2:6][CH2:5][N:4]([C:7]([C:9]2[CH:14]=[CH:13][CH:12]=[C:11]([N+:15]([O-])=O)[CH:10]=2)=[O:8])[CH2:3]1. The catalyst is C(O)C.[Pd]. The product is [NH2:15][C:11]1[CH:10]=[C:9]([C:7]([N:4]2[CH2:5][CH2:6][CH:2]([OH:1])[CH2:3]2)=[O:8])[CH:14]=[CH:13][CH:12]=1. The yield is 1.00. (5) The reactants are F[C:2]1[CH:7]=[CH:6][C:5]([N+:8]([O-:10])=[O:9])=[CH:4][C:3]=1[I:11].[NH2:12][CH:13]1[CH2:18][CH2:17][N:16]([C:19]([O:21][CH2:22][C:23]2[CH:28]=[CH:27][CH:26]=[CH:25][CH:24]=2)=[O:20])[CH2:15][CH2:14]1. No catalyst specified. The product is [I:11][C:3]1[CH:4]=[C:5]([N+:8]([O-:10])=[O:9])[CH:6]=[CH:7][C:2]=1[NH:12][CH:13]1[CH2:14][CH2:15][N:16]([C:19]([O:21][CH2:22][C:23]2[CH:28]=[CH:27][CH:26]=[CH:25][CH:24]=2)=[O:20])[CH2:17][CH2:18]1. The yield is 0.640.